Predict which catalyst facilitates the given reaction. From a dataset of Catalyst prediction with 721,799 reactions and 888 catalyst types from USPTO. (1) Reactant: [CH3:1][S:2]([NH2:5])(=[O:4])=[O:3].[NH:6]1[CH:10]=[CH:9][CH:8]=[N:7]1.C(O)C. Product: [CH3:1][S:2]([NH2:5])(=[O:4])=[O:3].[NH2:5][C:10]1[CH:9]=[CH:8][NH:7][N:6]=1. The catalyst class is: 45. (2) Reactant: [C:1]([O:5][C:6]([N:8]1[CH2:13][C@@H:12]2[CH2:14][C@H:9]1[CH2:10][N:11]2[C:15]1[N:24]=[C:23]2[C:18]([C:19](=[O:41])[C:20]([C:36]([O:38]CC)=[O:37])=[CH:21][N:22]2[CH2:25][C:26]2[CH:31]=[CH:30][C:29]([O:32][CH3:33])=[CH:28][C:27]=2[O:34][CH3:35])=[CH:17][C:16]=1[F:42])=[O:7])([CH3:4])([CH3:3])[CH3:2].[Cl-].[NH4+]. Product: [C:1]([O:5][C:6]([N:8]1[CH2:13][C@@H:12]2[CH2:14][C@H:9]1[CH2:10][N:11]2[C:15]1[N:24]=[C:23]2[C:18]([C:19](=[O:41])[C:20]([C:36]([OH:38])=[O:37])=[CH:21][N:22]2[CH2:25][C:26]2[CH:31]=[CH:30][C:29]([O:32][CH3:33])=[CH:28][C:27]=2[O:34][CH3:35])=[CH:17][C:16]=1[F:42])=[O:7])([CH3:4])([CH3:2])[CH3:3]. The catalyst class is: 8. (3) Reactant: [CH2:1]([O:4][CH2:5][C:6]1[C:11]([C:12]#[N:13])=[C:10]([O:14][CH3:15])[N:9]=[C:8]([CH3:16])[CH:7]=1)[CH:2]=[CH2:3].[H-].[H-].[H-].[H-].[Li+].[Al+3]. Product: [CH2:1]([O:4][CH2:5][C:6]1[CH:7]=[C:8]([CH3:16])[N:9]=[C:10]([O:14][CH3:15])[C:11]=1[CH2:12][NH2:13])[CH:2]=[CH2:3]. The catalyst class is: 28. (4) Reactant: [O:1]=[C:2]1[C:11]2[C:6](=[CH:7][CH:8]=[CH:9][CH:10]=2)[S:5][CH:4]([C:12](Cl)=[O:13])[CH2:3]1.[CH2:15]([NH:17][CH2:18][CH3:19])[CH3:16]. Product: [CH2:15]([N:17]([CH2:18][CH3:19])[C:12]([CH:4]1[CH2:3][C:2](=[O:1])[C:11]2[C:6](=[CH:7][CH:8]=[CH:9][CH:10]=2)[S:5]1)=[O:13])[CH3:16]. The catalyst class is: 4. (5) Reactant: [CH:1](=O)[C:2]1[CH:7]=[CH:6][CH:5]=[CH:4][CH:3]=1.[F:9][C:10]1[CH:18]=[C:17]2[C:13]([CH2:14][O:15][C:16]2=[O:19])=[C:12](/[N:20]=[CH:21]/[C:22]2[N:23]([CH3:27])[CH:24]=[CH:25][N:26]=2)[CH:11]=1.[O-:28][CH2:29][CH3:30].[Na+].C(O)C. Product: [F:9][C:10]1[CH:18]=[C:17]([C:16]([O:15][CH2:14][CH3:13])=[O:19])[C:30]2[C:29](=[O:28])[CH:1]([C:2]3[CH:7]=[CH:6][CH:5]=[CH:4][CH:3]=3)[CH:21]([C:22]3[N:23]([CH3:27])[CH:24]=[CH:25][N:26]=3)[NH:20][C:12]=2[CH:11]=1. The catalyst class is: 567. (6) Reactant: [Cl:1][C:2]1[C:3]([C:22]2[C:27]([CH3:28])=[CH:26][C:25]([CH3:29])=[CH:24][N:23]=2)=[CH:4][C:5]([CH:8]2[NH:17][CH2:16][C:15]3[C:10](=[N:11][CH2:12][N:13](S(C)=O)[CH:14]=3)[C:9]2=[O:21])=[N:6][CH:7]=1.[NH:30]1[CH2:35][CH2:34][CH:33]([OH:36])[CH2:32][CH2:31]1. Product: [Cl:1][C:2]1[C:3]([C:22]2[C:27]([CH3:28])=[CH:26][C:25]([CH3:29])=[CH:24][N:23]=2)=[CH:4][C:5]([CH:8]2[NH:17][CH2:16][C:15]3[C:10](=[N:11][CH2:12][N:13]([N:30]4[CH2:35][CH2:34][CH:33]([OH:36])[CH2:32][CH2:31]4)[CH:14]=3)[C:9]2=[O:21])=[N:6][CH:7]=1. The catalyst class is: 107.